Dataset: Full USPTO retrosynthesis dataset with 1.9M reactions from patents (1976-2016). Task: Predict the reactants needed to synthesize the given product. (1) Given the product [NH2:40][CH2:39][C:18]1[N:17]=[C:16]2[C:21]([N:22]=[CH:23][N:15]2[C@H:9]2[C@H:10]([OH:11])[C@H:6]([OH:5])[C@@H:7]([CH2:41][OH:42])[O:8]2)=[C:20]([NH:24][CH2:25][CH:26]2[C:38]3[CH:37]=[CH:36][CH:35]=[CH:34][C:33]=3[C:32]3[C:27]2=[CH:28][CH:29]=[CH:30][CH:31]=3)[N:19]=1, predict the reactants needed to synthesize it. The reactants are: N.C([O:5][C@H:6]1[C@@H:10]([O:11]C(=O)C)[C@H:9]([N:15]2[CH:23]=[N:22][C:21]3[C:16]2=[N:17][C:18]([C:39]#[N:40])=[N:19][C:20]=3[NH:24][CH2:25][CH:26]2[C:38]3[CH:37]=[CH:36][CH:35]=[CH:34][C:33]=3[C:32]3[C:27]2=[CH:28][CH:29]=[CH:30][CH:31]=3)[O:8][C@@H:7]1[CH2:41][O:42]C(=O)C)(=O)C. (2) Given the product [N+:1]([O:4][CH2:5][CH2:6][CH2:7][CH2:8][C:9]([O:11][N:13]1[C:17](=[O:18])[CH2:16][CH2:15][C:14]1=[O:19])=[O:10])([O-:3])=[O:2], predict the reactants needed to synthesize it. The reactants are: [N+:1]([O:4][CH2:5][CH2:6][CH2:7][CH2:8][C:9]([OH:11])=[O:10])([O-:3])=[O:2].O[N:13]1[C:17](=[O:18])[CH2:16][CH2:15][C:14]1=[O:19].CN(C)CCCN=C=NCC. (3) Given the product [S:31]1[C:35]2[CH:36]=[CH:37][CH:38]=[CH:39][C:34]=2[N:33]=[C:32]1[CH2:40][O:41][C:7]1[N:6]=[CH:5][C:4]([C:9]2[C:21]([O:22][CH3:23])=[CH:20][C:12]([C:13]([NH:15][S:16]([CH3:19])(=[O:18])=[O:17])=[O:14])=[C:11]([F:24])[CH:10]=2)=[CH:3][C:2]=1[Cl:1], predict the reactants needed to synthesize it. The reactants are: [Cl:1][C:2]1[CH:3]=[C:4]([C:9]2[C:21]([O:22][CH3:23])=[CH:20][C:12]([C:13]([NH:15][S:16]([CH3:19])(=[O:18])=[O:17])=[O:14])=[C:11]([F:24])[CH:10]=2)[CH:5]=[N:6][C:7]=1F.C([O-])([O-])=O.[Cs+].[Cs+].[S:31]1[C:35]2[CH:36]=[CH:37][CH:38]=[CH:39][C:34]=2[N:33]=[C:32]1[CH2:40][OH:41]. (4) Given the product [NH2:1][C:2]1[N:10]=[C:9]([C:11]2[C:19]3[C:14](=[N:15][CH:16]=[CH:17][CH:18]=3)[N:13]([CH2:20][C:21]3[CH:26]=[CH:25][CH:24]=[CH:23][C:22]=3[F:27])[N:12]=2)[N:8]=[C:7]2[C:3]=1[NH:4][C:5](=[O:28])[N:6]2[CH2:53][C:54]([F:57])([F:56])[F:55], predict the reactants needed to synthesize it. The reactants are: [NH2:1][C:2]1[N:10]=[C:9]([C:11]2[C:19]3[C:14](=[N:15][CH:16]=[CH:17][CH:18]=3)[N:13]([CH2:20][C:21]3[CH:26]=[CH:25][CH:24]=[CH:23][C:22]=3[F:27])[N:12]=2)[N:8]=[C:7]2[C:3]=1[NH:4][C:5](=[O:28])[NH:6]2.CCN(P1(N(C)CCCN1C)=NC(C)(C)C)CC.ClC(Cl)(Cl)S(O[CH2:53][C:54]([F:57])([F:56])[F:55])(=O)=O. (5) The reactants are: [CH3:1][O:2][C:3]1[CH:4]=[C:5]2[C:10](=[CH:11][C:12]=1[O:13][CH3:14])[N:9]=[CH:8][N:7]=[C:6]2[O:15][C:16]1[CH:22]=[CH:21][C:19]([NH2:20])=[CH:18][CH:17]=1.Cl[C:24](Cl)([O:26][C:27](=[O:33])OC(Cl)(Cl)Cl)Cl.[CH3:35][C:36]1[CH:41]=[CH:40][CH:39]=[CH:38][C:37]=1CO.C(=O)(O)[O-].[Na+]. Given the product [CH3:1][O:2][C:3]1[CH:4]=[C:5]2[C:10](=[CH:11][C:12]=1[O:13][CH3:14])[N:9]=[CH:8][N:7]=[C:6]2[O:15][C:16]1[CH:22]=[CH:21][C:19]([NH:20][C:27](=[O:33])[O:26][CH2:24][C:37]2[CH:38]=[CH:39][CH:40]=[CH:41][C:36]=2[CH3:35])=[CH:18][CH:17]=1, predict the reactants needed to synthesize it. (6) Given the product [CH:1]1([N:6]2[CH2:12][CH2:11][C:10]3[CH:13]=[CH:14][C:15]([N:17]4[CH2:18][CH2:19][N:20]([C:24]([NH:23][C:26]5[S:27][CH:28]=[CH:29][CH:30]=5)=[O:25])[CH2:21][CH2:22]4)=[CH:16][C:9]=3[CH2:8][CH2:7]2)[CH2:5][CH2:4][CH2:3][CH2:2]1, predict the reactants needed to synthesize it. The reactants are: [CH:1]1([N:6]2[CH2:12][CH2:11][C:10]3[CH:13]=[CH:14][C:15]([N:17]4[CH2:22][CH2:21][NH:20][CH2:19][CH2:18]4)=[CH:16][C:9]=3[CH2:8][CH2:7]2)[CH2:5][CH2:4][CH2:3][CH2:2]1.[N:23]([C:26]1[S:27][CH:28]=[CH:29][CH:30]=1)=[C:24]=[O:25]. (7) Given the product [OH:59][C@H:40]1[C@@H:39]2[CH2:60][C:61](=[CH2:63])[CH2:62][N:38]2[C:37](=[O:64])[C:36]2[CH:65]=[C:66]([O:67][CH3:68])[C:33]([O:32][CH2:31][CH2:30][CH2:29][CH2:28][CH2:27][O:26][C:24]3[C:23]([O:69][CH3:70])=[CH:22][C:13]4[C:14](=[O:21])[N:15]5[CH2:19][C:18](=[CH2:20])[CH2:17][C@H:16]5[CH:10]=[N:11][C:12]=4[CH:25]=3)=[CH:34][C:35]=2[N:41]1[C:42]([O:44][CH2:45][C@H:46]([S:48][S:49][C:50]1[CH:55]=[CH:54][C:53]([N+:56]([O-:58])=[O:57])=[CH:52][N:51]=1)[CH3:47])=[O:43], predict the reactants needed to synthesize it. The reactants are: C(O)(C(F)(F)F)=O.O.O[C@H:10]1[C@@H:16]2[CH2:17][C:18](=[CH2:20])[CH2:19][N:15]2[C:14](=[O:21])[C:13]2[CH:22]=[C:23]([O:69][CH3:70])[C:24]([O:26][CH2:27][CH2:28][CH2:29][CH2:30][CH2:31][O:32][C:33]3[C:66]([O:67][CH3:68])=[CH:65][C:36]4[C:37](=[O:64])[N:38]5[CH2:62][C:61](=[CH2:63])[CH2:60][C@H:39]5[C@H:40]([OH:59])[N:41]([C:42]([O:44][CH2:45][C@H:46]([S:48][S:49][C:50]5[CH:55]=[CH:54][C:53]([N+:56]([O-:58])=[O:57])=[CH:52][N:51]=5)[CH3:47])=[O:43])[C:35]=4[CH:34]=3)=[CH:25][C:12]=2[N:11]1C(OC(C)(C)C)=O.